This data is from Full USPTO retrosynthesis dataset with 1.9M reactions from patents (1976-2016). The task is: Predict the reactants needed to synthesize the given product. (1) Given the product [NH2:1][C:2]1[C:3]([F:10])=[CH:4][C:5]([C:6]#[N:7])=[CH:8][C:9]=1[Br:11], predict the reactants needed to synthesize it. The reactants are: [NH2:1][C:2]1[CH:9]=[CH:8][C:5]([C:6]#[N:7])=[CH:4][C:3]=1[F:10].[Br:11]N1C(=O)CCC1=O. (2) Given the product [C:2]1([CH2:1][C:8]2[CH:9]=[C:10]([CH:11]=[CH:12][CH:13]=2)[CH:23]=[O:24])[CH:7]=[CH:6][CH:5]=[CH:4][CH:3]=1, predict the reactants needed to synthesize it. The reactants are: [CH2:1]([C:8]1[CH:13]=[CH:12][CH:11]=[C:10](Br)[CH:9]=1)[C:2]1[CH:7]=[CH:6][CH:5]=[CH:4][CH:3]=1.[Li]CCCC.CN([CH:23]=[O:24])C.O. (3) The reactants are: [NH2:1]O.[F:3][C:4]([F:19])([C:15]([F:18])([F:17])[F:16])[CH2:5][CH2:6][C:7]([C:9]1[CH:14]=[CH:13][CH:12]=[CH:11][N:10]=1)=O.[OH-].[Na+]. Given the product [F:3][C:4]([F:19])([C:15]([F:18])([F:17])[F:16])[CH2:5][CH2:6][CH:7]([C:9]1[CH:14]=[CH:13][CH:12]=[CH:11][N:10]=1)[NH2:1], predict the reactants needed to synthesize it. (4) Given the product [CH2:44]([C:43]([OH:46])([CH2:47][CH3:48])/[CH:42]=[CH:41]/[C:38]1[CH:39]=[CH:40][C:35]([C:32]([CH2:33][CH3:34])([C:50]2[CH:55]=[CH:54][C:53]([B:15]3[O:16][C:17]([CH3:22])([CH3:23])[C:18]([CH3:20])([CH3:21])[O:19]3)=[C:52]([CH3:64])[CH:51]=2)[CH2:30][CH3:31])=[CH:36][C:37]=1[CH3:49])[CH3:45], predict the reactants needed to synthesize it. The reactants are: C([O-])(=O)C.[K+].[B:15]1([B:15]2[O:19][C:18]([CH3:21])([CH3:20])[C:17]([CH3:23])([CH3:22])[O:16]2)[O:19][C:18]([CH3:21])([CH3:20])[C:17]([CH3:23])([CH3:22])[O:16]1.O1CCOCC1.[CH2:30]([C:32]([C:50]1[CH:55]=[CH:54][C:53](OS(C(F)(F)F)(=O)=O)=[C:52]([CH3:64])[CH:51]=1)([C:35]1[CH:40]=[CH:39][C:38]([CH:41]=[CH:42][C:43]([CH2:47][CH3:48])([OH:46])[CH2:44][CH3:45])=[C:37]([CH3:49])[CH:36]=1)[CH2:33][CH3:34])[CH3:31]. (5) Given the product [C:28]([O:32][C:33](=[O:42])[NH:34][C@H:35]([C@@H:37]1[CH2:41][CH2:40][N:39]([C:11]2[C:12]([CH3:14])=[C:13]3[C:8]([C:7](=[O:18])[NH:6][C:5](=[O:19])[N:4]3[CH:1]3[CH2:3][CH2:2]3)=[C:9]([CH3:17])[C:10]=2[F:16])[CH2:38]1)[CH3:36])([CH3:29])([CH3:30])[CH3:31], predict the reactants needed to synthesize it. The reactants are: [CH:1]1([N:4]2[C:13]3[C:8](=[C:9]([CH3:17])[C:10]([F:16])=[C:11](F)[C:12]=3[CH3:14])[C:7](=[O:18])[NH:6][C:5]2=[O:19])[CH2:3][CH2:2]1.CN(C)C(N(C)C)=N.[C:28]([O:32][C:33](=[O:42])[NH:34][C@H:35]([C@@H:37]1[CH2:41][CH2:40][NH:39][CH2:38]1)[CH3:36])([CH3:31])([CH3:30])[CH3:29]. (6) Given the product [Cl:8][C:7]1[CH:6]=[CH:5][C:4]([N+:9]([O-:11])=[O:10])=[CH:3][C:2]=1[C:18]1[CH:19]=[N:20][CH:21]=[CH:22][CH:23]=1, predict the reactants needed to synthesize it. The reactants are: Br[C:2]1[CH:3]=[C:4]([N+:9]([O-:11])=[O:10])[CH:5]=[CH:6][C:7]=1[Cl:8].B1([C:18]2[CH:23]=[CH:22][CH:21]=[N:20][CH:19]=2)OCCCO1.